From a dataset of NCI-60 drug combinations with 297,098 pairs across 59 cell lines. Regression. Given two drug SMILES strings and cell line genomic features, predict the synergy score measuring deviation from expected non-interaction effect. (1) Drug 1: CC1C(C(CC(O1)OC2CC(CC3=C2C(=C4C(=C3O)C(=O)C5=C(C4=O)C(=CC=C5)OC)O)(C(=O)C)O)N)O.Cl. Drug 2: C1=NC2=C(N1)C(=S)N=C(N2)N. Cell line: HL-60(TB). Synergy scores: CSS=79.0, Synergy_ZIP=3.32, Synergy_Bliss=4.95, Synergy_Loewe=0.259, Synergy_HSA=5.83. (2) Drug 1: C1C(C(OC1N2C=NC3=C(N=C(N=C32)Cl)N)CO)O. Drug 2: C(CCl)NC(=O)N(CCCl)N=O. Cell line: 786-0. Synergy scores: CSS=15.8, Synergy_ZIP=-8.40, Synergy_Bliss=-5.50, Synergy_Loewe=-29.7, Synergy_HSA=-1.35. (3) Cell line: DU-145. Drug 1: C1=NC2=C(N=C(N=C2N1C3C(C(C(O3)CO)O)F)Cl)N. Drug 2: CCC1(C2=C(COC1=O)C(=O)N3CC4=CC5=C(C=CC(=C5CN(C)C)O)N=C4C3=C2)O.Cl. Synergy scores: CSS=61.3, Synergy_ZIP=-3.14, Synergy_Bliss=2.12, Synergy_Loewe=-7.67, Synergy_HSA=4.26. (4) Drug 1: CC1OCC2C(O1)C(C(C(O2)OC3C4COC(=O)C4C(C5=CC6=C(C=C35)OCO6)C7=CC(=C(C(=C7)OC)O)OC)O)O. Drug 2: C1CC(C1)(C2=CC=C(C=C2)C3=C(C=C4C(=N3)C=CN5C4=NNC5=O)C6=CC=CC=C6)N. Cell line: UACC62. Synergy scores: CSS=52.1, Synergy_ZIP=1.07, Synergy_Bliss=1.60, Synergy_Loewe=7.94, Synergy_HSA=10.9. (5) Drug 1: C1=CC=C(C(=C1)C(C2=CC=C(C=C2)Cl)C(Cl)Cl)Cl. Drug 2: N.N.Cl[Pt+2]Cl. Cell line: HL-60(TB). Synergy scores: CSS=67.0, Synergy_ZIP=7.25, Synergy_Bliss=4.83, Synergy_Loewe=-15.3, Synergy_HSA=7.88. (6) Drug 1: CC1CCC2CC(C(=CC=CC=CC(CC(C(=O)C(C(C(=CC(C(=O)CC(OC(=O)C3CCCCN3C(=O)C(=O)C1(O2)O)C(C)CC4CCC(C(C4)OC)OCCO)C)C)O)OC)C)C)C)OC. Drug 2: C(=O)(N)NO. Cell line: KM12. Synergy scores: CSS=10.5, Synergy_ZIP=-2.32, Synergy_Bliss=2.79, Synergy_Loewe=-15.6, Synergy_HSA=-1.88. (7) Drug 1: CC(C)(C#N)C1=CC=C(C=C1)N2C3=C4C=C(C=CC4=NC=C3N(C2=O)C)C5=CC6=CC=CC=C6N=C5. Drug 2: CCC1=C2N=C(C=C(N2N=C1)NCC3=C[N+](=CC=C3)[O-])N4CCCCC4CCO. Cell line: OVCAR3. Synergy scores: CSS=75.7, Synergy_ZIP=3.06, Synergy_Bliss=3.36, Synergy_Loewe=3.34, Synergy_HSA=7.73. (8) Drug 1: CNC(=O)C1=CC=CC=C1SC2=CC3=C(C=C2)C(=NN3)C=CC4=CC=CC=N4. Drug 2: C1C(C(OC1N2C=NC3=C(N=C(N=C32)Cl)N)CO)O. Cell line: HL-60(TB). Synergy scores: CSS=50.6, Synergy_ZIP=5.25, Synergy_Bliss=6.37, Synergy_Loewe=-22.1, Synergy_HSA=6.25. (9) Drug 1: CCC1=CC2CC(C3=C(CN(C2)C1)C4=CC=CC=C4N3)(C5=C(C=C6C(=C5)C78CCN9C7C(C=CC9)(C(C(C8N6C)(C(=O)OC)O)OC(=O)C)CC)OC)C(=O)OC.C(C(C(=O)O)O)(C(=O)O)O. Drug 2: C1CN(CCN1C(=O)CCBr)C(=O)CCBr. Cell line: A549. Synergy scores: CSS=48.1, Synergy_ZIP=-3.30, Synergy_Bliss=-3.68, Synergy_Loewe=-8.47, Synergy_HSA=-1.89.